Dataset: Forward reaction prediction with 1.9M reactions from USPTO patents (1976-2016). Task: Predict the product of the given reaction. (1) Given the reactants C(=O)([O-])O.[Na+].Br[CH2:7][C:8]([NH:10][C:11]1[C:12]([S:22][CH:23]([CH3:25])[CH3:24])=[N:13][C:14]([CH3:21])=[CH:15][C:16]=1[S:17][CH:18]([CH3:20])[CH3:19])=[O:9].[SH:26][C:27]1[O:28][C:29]2[CH:35]=[CH:34][CH:33]=[CH:32][C:30]=2[N:31]=1, predict the reaction product. The product is: [O:28]1[C:29]2[CH:35]=[CH:34][CH:33]=[CH:32][C:30]=2[N:31]=[C:27]1[S:26][CH2:7][C:8]([NH:10][C:11]1[C:12]([S:22][CH:23]([CH3:25])[CH3:24])=[N:13][C:14]([CH3:21])=[CH:15][C:16]=1[S:17][CH:18]([CH3:20])[CH3:19])=[O:9]. (2) Given the reactants C([NH:8][C:9]1[CH:17]=[CH:16][CH:15]=[C:14]2[C:10]=1[C:11]1([C:41]3[C:32](=[CH:33][C:34]4[O:39][CH2:38][CH2:37][O:36][C:35]=4[CH:40]=3)[O:31][CH2:30]1)[C:12](=[O:29])[N:13]2[CH2:18][C:19]1[C:24]([C:25]([F:28])([F:27])[F:26])=[CH:23][CH:22]=[CH:21][N:20]=1)C1C=CC=CC=1, predict the reaction product. The product is: [NH2:8][C:9]1[CH:17]=[CH:16][CH:15]=[C:14]2[C:10]=1[C:11]1([C:41]3[C:32](=[CH:33][C:34]4[O:39][CH2:38][CH2:37][O:36][C:35]=4[CH:40]=3)[O:31][CH2:30]1)[C:12](=[O:29])[N:13]2[CH2:18][C:19]1[C:24]([C:25]([F:28])([F:26])[F:27])=[CH:23][CH:22]=[CH:21][N:20]=1. (3) The product is: [O:74]=[C:71]1[CH:72]=[CH:73][C:69](=[O:68])[N:70]1[CH2:75][CH2:76][CH2:77][CH2:78][CH2:79][C:80]([NH:82][NH:83][C:1](=[O:2])[CH2:4][CH2:5][CH2:6][N:7]([CH3:66])[C@H:8]([C:12]([NH:14][C@H:15]([C:19]([N:21]([C@@H:23]([C@@H:62]([CH3:65])[CH2:63][CH3:64])[C@H:24]([O:60][CH3:61])[CH2:25][C:26]([N:28]1[CH2:32][CH2:31][CH2:30][C@H:29]1[C@H:33]([O:58][CH3:59])[C@@H:34]([CH3:57])[C:35](=[O:56])[NH:36][C@H:37]([C:45]1[O:46][C:47]([C:50]2[CH:55]=[CH:54][CH:53]=[CH:52][CH:51]=2)=[N:48][N:49]=1)[CH2:38][C:39]1[CH:40]=[CH:41][CH:42]=[CH:43][CH:44]=1)=[O:27])[CH3:22])=[O:20])[CH:16]([CH3:17])[CH3:18])=[O:13])[CH:9]([CH3:11])[CH3:10])=[O:81]. Given the reactants [C:1]([CH2:4][CH2:5][CH2:6][N:7]([CH3:66])[C@H:8]([C:12]([NH:14][C@H:15]([C:19]([N:21]([C@@H:23]([C@@H:62]([CH3:65])[CH2:63][CH3:64])[C@H:24]([O:60][CH3:61])[CH2:25][C:26]([N:28]1[CH2:32][CH2:31][CH2:30][C@H:29]1[C@H:33]([O:58][CH3:59])[C@@H:34]([CH3:57])[C:35](=[O:56])[NH:36][C@H:37]([C:45]1[O:46][C:47]([C:50]2[CH:55]=[CH:54][CH:53]=[CH:52][CH:51]=2)=[N:48][N:49]=1)[CH2:38][C:39]1[CH:44]=[CH:43][CH:42]=[CH:41][CH:40]=1)=[O:27])[CH3:22])=[O:20])[CH:16]([CH3:18])[CH3:17])=[O:13])[CH:9]([CH3:11])[CH3:10])(O)=[O:2].Cl.[O:68]=[C:69]1[CH:73]=[CH:72][C:71](=[O:74])[N:70]1[CH2:75][CH2:76][CH2:77][CH2:78][CH2:79][C:80]([NH:82][NH2:83])=[O:81], predict the reaction product.